Dataset: TCR-epitope binding with 47,182 pairs between 192 epitopes and 23,139 TCRs. Task: Binary Classification. Given a T-cell receptor sequence (or CDR3 region) and an epitope sequence, predict whether binding occurs between them. (1) The epitope is AVFDRKSDAK. The TCR CDR3 sequence is CASSAMASGSDTQYF. Result: 0 (the TCR does not bind to the epitope). (2) The epitope is HTTDPSFLGRY. The TCR CDR3 sequence is CASSLWVPYEQYF. Result: 0 (the TCR does not bind to the epitope).